Dataset: Forward reaction prediction with 1.9M reactions from USPTO patents (1976-2016). Task: Predict the product of the given reaction. (1) Given the reactants [C:1]([O:7][CH2:8][CH3:9])(=[O:6])[CH2:2][C:3]([O-])=O.[CH2:10]([N:12](CC)CC)[CH3:11].[C:17](=O)=[O:18], predict the reaction product. The product is: [NH:12]1[CH2:10][CH2:11][O:18][CH2:17][CH:3]1[CH2:2][C:1]([O:7][CH2:8][CH3:9])=[O:6]. (2) Given the reactants [CH:1](=O)[C:2]1[CH:7]=[CH:6][CH:5]=[CH:4][CH:3]=1.[CH3:9][O:10][C:11]1[S:15][N:14]=[C:13]([NH2:16])[N:12]=1.S([O-])([O-])(=O)=O.[Mg+2], predict the reaction product. The product is: [CH:1](=[N:16][C:13]1[N:12]=[C:11]([O:10][CH3:9])[S:15][N:14]=1)[C:2]1[CH:7]=[CH:6][CH:5]=[CH:4][CH:3]=1.